From a dataset of Peptide-MHC class I binding affinity with 185,985 pairs from IEDB/IMGT. Regression. Given a peptide amino acid sequence and an MHC pseudo amino acid sequence, predict their binding affinity value. This is MHC class I binding data. (1) The peptide sequence is AAAKAAAAV. The MHC is HLA-A02:02 with pseudo-sequence HLA-A02:02. The binding affinity (normalized) is 0.539. (2) The peptide sequence is PQQLCTMERT. The MHC is HLA-A68:02 with pseudo-sequence HLA-A68:02. The binding affinity (normalized) is 0. (3) The peptide sequence is ALNHTKKWK. The MHC is HLA-A11:01 with pseudo-sequence HLA-A11:01. The binding affinity (normalized) is 0.202. (4) The peptide sequence is MTSGSSSGF. The MHC is SLA-10401 with pseudo-sequence SLA-10401. The binding affinity (normalized) is 0.626.